From a dataset of CYP3A4 inhibition data for predicting drug metabolism from PubChem BioAssay. Regression/Classification. Given a drug SMILES string, predict its absorption, distribution, metabolism, or excretion properties. Task type varies by dataset: regression for continuous measurements (e.g., permeability, clearance, half-life) or binary classification for categorical outcomes (e.g., BBB penetration, CYP inhibition). Dataset: cyp3a4_veith. (1) The compound is O=C(Cn1cnc([N+](=O)[O-])c1)NCc1ccc(F)cc1. The result is 0 (non-inhibitor). (2) The drug is CCCCCCCCCCCCCCCCCC(=O)NC[C@@H](COP(=O)([O-])OCC[N+](C)(C)C)OCC. The result is 1 (inhibitor). (3) The compound is CN1CCO[C@H](c2ccccc2)c2ccccc2C1. The result is 0 (non-inhibitor). (4) The molecule is Cc1ccc(S(=O)(=O)N[C@H](C(=O)O)C(C)C)cc1. The result is 0 (non-inhibitor). (5) The compound is COCCNc1ncnc2ccc(-c3cccc(OC)c3)cc12. The result is 1 (inhibitor).